Dataset: Full USPTO retrosynthesis dataset with 1.9M reactions from patents (1976-2016). Task: Predict the reactants needed to synthesize the given product. (1) Given the product [OH:17][C:18]1[C:23]([CH3:24])=[C:22]([O:16][CH2:15][C:11]2[CH:12]=[CH:13][CH:14]=[C:9]([CH2:8][S:7][C:4]3[CH:5]=[CH:6][N:1]=[CH:2][CH:3]=3)[CH:10]=2)[CH:21]=[CH:20][C:19]=1[C:26](=[O:32])[CH2:27][C:28]([CH3:30])([CH3:29])[CH3:31], predict the reactants needed to synthesize it. The reactants are: [N:1]1[CH:6]=[CH:5][C:4]([S:7][CH2:8][C:9]2[CH:10]=[C:11]([CH2:15][OH:16])[CH:12]=[CH:13][CH:14]=2)=[CH:3][CH:2]=1.[OH:17][C:18]1[C:23]([CH3:24])=[C:22](O)[CH:21]=[CH:20][C:19]=1[C:26](=[O:32])[CH2:27][C:28]([CH3:31])([CH3:30])[CH3:29]. (2) Given the product [Cl:1][C:2]1[N:3]([CH2:10][C@:11]([OH:12])([CH3:14])[CH2:13][N:15]2[CH2:20][CH2:19][CH:18]([N:21]([CH2:29][CH2:30][C:31]3[CH:32]=[CH:33][C:34]([C:37]([F:38])([F:39])[F:40])=[CH:35][CH:36]=3)[C:22](=[O:28])[O:23][C:24]([CH3:26])([CH3:27])[CH3:25])[CH2:17][CH2:16]2)[CH:4]=[C:5]([N+:7]([O-:9])=[O:8])[N:6]=1, predict the reactants needed to synthesize it. The reactants are: [Cl:1][C:2]1[N:3]([CH2:10][C@:11]2([CH3:14])[CH2:13][O:12]2)[CH:4]=[C:5]([N+:7]([O-:9])=[O:8])[N:6]=1.[NH:15]1[CH2:20][CH2:19][CH:18]([N:21]([CH2:29][CH2:30][C:31]2[CH:36]=[CH:35][C:34]([C:37]([F:40])([F:39])[F:38])=[CH:33][CH:32]=2)[C:22](=[O:28])[O:23][C:24]([CH3:27])([CH3:26])[CH3:25])[CH2:17][CH2:16]1. (3) Given the product [NH2:27][S:28]([C:31]1[CH:36]=[CH:35][C:34]([NH:37][C:38](=[O:41])[CH2:39][N:8]2[CH:9]=[CH:10][C:11]([C:12]([F:15])([F:13])[F:14])=[C:6]([O:5][C:4]3[CH:17]=[C:18]([Cl:20])[CH:19]=[C:2]([Br:1])[CH:3]=3)[C:7]2=[O:16])=[C:33]([Cl:42])[CH:32]=1)(=[O:30])=[O:29], predict the reactants needed to synthesize it. The reactants are: [Br:1][C:2]1[CH:3]=[C:4]([CH:17]=[C:18]([Cl:20])[CH:19]=1)[O:5][C:6]1[C:7](=[O:16])[NH:8][CH:9]=[CH:10][C:11]=1[C:12]([F:15])([F:14])[F:13].C(=O)([O-])[O-].[K+].[K+].[NH2:27][S:28]([C:31]1[CH:36]=[CH:35][C:34]([NH:37][C:38](=[O:41])[CH2:39]Br)=[C:33]([Cl:42])[CH:32]=1)(=[O:30])=[O:29]. (4) Given the product [CH3:1][C@@H:2]1[CH2:3][CH2:4][C@H:5]([N:8]2[CH2:13][CH2:12][N:11]([C:15]3[CH:25]=[CH:24][C:18]([C:19]([O:21][CH2:22][CH3:23])=[O:20])=[CH:17][CH:16]=3)[CH2:10][CH2:9]2)[CH2:6][CH2:7]1, predict the reactants needed to synthesize it. The reactants are: [CH3:1][C@@H:2]1[CH2:7][CH2:6][C@H:5]([N:8]2[CH2:13][CH2:12][NH:11][CH2:10][CH2:9]2)[CH2:4][CH2:3]1.F[C:15]1[CH:25]=[CH:24][C:18]([C:19]([O:21][CH2:22][CH3:23])=[O:20])=[CH:17][CH:16]=1.C(=O)([O-])[O-].[K+].[K+].O.